Task: Regression. Given a peptide amino acid sequence and an MHC pseudo amino acid sequence, predict their binding affinity value. This is MHC class I binding data.. Dataset: Peptide-MHC class I binding affinity with 185,985 pairs from IEDB/IMGT (1) The peptide sequence is VLPVTIMSGLV. The MHC is Mamu-A01 with pseudo-sequence Mamu-A01. The binding affinity (normalized) is 0.481. (2) The peptide sequence is ILNRKAIDF. The MHC is HLA-A25:01 with pseudo-sequence HLA-A25:01. The binding affinity (normalized) is 0.0847. (3) The peptide sequence is QSLRRLSSV. The MHC is H-2-Kb with pseudo-sequence H-2-Kb. The binding affinity (normalized) is 0.497. (4) The peptide sequence is LGGLACDLP. The MHC is HLA-A01:01 with pseudo-sequence HLA-A01:01. The binding affinity (normalized) is 0.